From a dataset of Catalyst prediction with 721,799 reactions and 888 catalyst types from USPTO. Predict which catalyst facilitates the given reaction. (1) Reactant: [CH2:1]([NH:6][C:7]([C:9]1[CH:14]=[CH:13][C:12]([NH:15]C(=O)[O-])=[CH:11][CH:10]=1)=[O:8])[CH2:2][CH2:3][CH2:4][CH3:5]. Product: [NH2:15][C:12]1[CH:11]=[CH:10][C:9]([C:7]([NH:6][CH2:1][CH2:2][CH2:3][CH2:4][CH3:5])=[O:8])=[CH:14][CH:13]=1. The catalyst class is: 157. (2) Reactant: Br[C:2]1[CH:7]=[CH:6][C:5]([CH2:8][CH2:9][O:10][Si:11]([C:14]([CH3:17])([CH3:16])[CH3:15])([CH3:13])[CH3:12])=[CH:4][CH:3]=1.C([Li])CCC.Cl[C:24]([O:26][CH:27]([CH3:29])[CH3:28])=[O:25]. Product: [Si:11]([O:10][CH2:9][CH2:8][C:5]1[CH:6]=[CH:7][C:2]([C:24]([O:26][CH:27]([CH3:29])[CH3:28])=[O:25])=[CH:3][CH:4]=1)([C:14]([CH3:17])([CH3:16])[CH3:15])([CH3:13])[CH3:12]. The catalyst class is: 1. (3) Reactant: C[O:2][C:3](=[O:22])[C:4]1[CH:9]=[CH:8][C:7]([Cl:10])=[C:6]([O:11][CH2:12][CH2:13][C:14]2[CH:19]=[CH:18][C:17]([Cl:20])=[CH:16][C:15]=2[Cl:21])[CH:5]=1.O.[OH-].[Na+].Cl. Product: [Cl:10][C:7]1[CH:8]=[CH:9][C:4]([C:3]([OH:22])=[O:2])=[CH:5][C:6]=1[O:11][CH2:12][CH2:13][C:14]1[CH:19]=[CH:18][C:17]([Cl:20])=[CH:16][C:15]=1[Cl:21]. The catalyst class is: 12. (4) Reactant: [Br:1][C:2]1[CH:7]=[CH:6][C:5]([C:8](=[O:24])[CH2:9][C:10]([C:16]2[CH:21]=[C:20]([Cl:22])[CH:19]=[C:18]([Cl:23])[CH:17]=2)(O)[C:11]([F:14])([F:13])[F:12])=[CH:4][C:3]=1[CH3:25].S(Cl)(Cl)=O.CC1C=CC(CC)=CN=1. Product: [Br:1][C:2]1[CH:7]=[CH:6][C:5]([C:8](=[O:24])[CH:9]=[C:10]([C:16]2[CH:17]=[C:18]([Cl:23])[CH:19]=[C:20]([Cl:22])[CH:21]=2)[C:11]([F:13])([F:14])[F:12])=[CH:4][C:3]=1[CH3:25]. The catalyst class is: 11. (5) Reactant: [Br:1][C:2]1[CH:7]=[CH:6][C:5]([CH:8](Cl)[C:9]2[CH:14]=[CH:13][CH:12]=[C:11]([O:15][Si:16]([C:19]([CH3:22])([CH3:21])[CH3:20])([CH3:18])[CH3:17])[CH:10]=2)=[CH:4][CH:3]=1.[CH3:24][C@H:25]1[CH2:30][NH:29][C@@H:28]([CH3:31])[CH2:27][NH:26]1.N[C@H](C(N[C@H](C(O)=O)C)=O)C.O=C1NCCNC1=O. Product: [Br:1][C:2]1[CH:7]=[CH:6][C:5]([CH:8]([N:26]2[CH2:27][C@H:28]([CH3:31])[NH:29][CH2:30][C@@H:25]2[CH3:24])[C:9]2[CH:14]=[CH:13][CH:12]=[C:11]([O:15][Si:16]([C:19]([CH3:22])([CH3:21])[CH3:20])([CH3:18])[CH3:17])[CH:10]=2)=[CH:4][CH:3]=1. The catalyst class is: 11.